This data is from NCI-60 drug combinations with 297,098 pairs across 59 cell lines. The task is: Regression. Given two drug SMILES strings and cell line genomic features, predict the synergy score measuring deviation from expected non-interaction effect. Drug 1: CC(C)NC(=O)C1=CC=C(C=C1)CNNC.Cl. Drug 2: C1CN(P(=O)(OC1)NCCCl)CCCl. Cell line: NCI/ADR-RES. Synergy scores: CSS=-0.167, Synergy_ZIP=-0.0593, Synergy_Bliss=-0.276, Synergy_Loewe=1.67, Synergy_HSA=-0.532.